Predict the reaction yield, written as a fraction of the theoretical maximum amount of product (1.0 means a 100% yield; for example, 0.34 means a 34% yield). From a dataset of Reaction yield outcomes from USPTO patents with 853,638 reactions. (1) The reactants are [CH2:1]([O:5][C:6]1[N:7]=[CH:8][C:9]([C:12]([OH:14])=O)=[N:10][CH:11]=1)[C:2]#[C:3][CH3:4].[CH3:15][C:16]1[C:17]([NH2:31])=[N:18][C:19]2([C:29]3[C:24](=[CH:25][CH:26]=[C:27]([NH2:30])[CH:28]=3)[O:23][CH2:22][CH2:21]2)[N:20]=1. No catalyst specified. The product is [NH2:31][C:17]1[C:16]([CH3:15])=[N:20][C:19]2([C:29]3[C:24](=[CH:25][CH:26]=[C:27]([NH:30][C:12]([C:9]4[CH:8]=[N:7][C:6]([O:5][CH2:1][C:2]#[C:3][CH3:4])=[CH:11][N:10]=4)=[O:14])[CH:28]=3)[O:23][CH2:22][CH2:21]2)[N:18]=1. The yield is 0.240. (2) The reactants are [CH2:1]([O:3][C:4](=[O:20])[CH2:5][CH2:6][C@@H:7]1[CH2:11][C@@H:10]([OH:12])[CH2:9][N:8]1[C:13]([O:15][C:16]([CH3:19])([CH3:18])[CH3:17])=[O:14])[CH3:2].C(N(CC)CC)C.[CH3:28][S:29](Cl)(=[O:31])=[O:30].O. The catalyst is ClCCl. The product is [CH2:1]([O:3][C:4](=[O:20])[CH2:5][CH2:6][C@@H:7]1[CH2:11][C@@H:10]([O:12][S:29]([CH3:28])(=[O:31])=[O:30])[CH2:9][N:8]1[C:13]([O:15][C:16]([CH3:19])([CH3:18])[CH3:17])=[O:14])[CH3:2]. The yield is 1.00. (3) The reactants are C([NH:18][C@H:19]([C:30]([OH:32])=[O:31])[CH2:20][C:21]1[CH:26]=[CH:25][C:24]([C:27](=[O:29])[CH3:28])=[CH:23][CH:22]=1)(OCC1C2C(=CC=CC=2)C2C1=CC=CC=2)=O.N1CCCCC1. The catalyst is O. The product is [C:27]([C:24]1[CH:25]=[CH:26][C:21]([CH2:20][C@@H:19]([C:30]([OH:32])=[O:31])[NH2:18])=[CH:22][CH:23]=1)(=[O:29])[CH3:28]. The yield is 0.880. (4) The product is [NH2:14][CH2:13][CH:12]([N:11]1[C:10]2[CH:16]=[CH:17][CH:18]=[CH:19][C:9]=2[N:8]=[C:7]1[C:3]1[C:2]([NH2:1])=[N:6][O:5][N:4]=1)[CH3:15]. The reactants are [NH2:1][C:2]1[C:3]([C:7]2[N:11]([CH:12]([CH3:15])[C:13]#[N:14])[C:10]3[CH:16]=[CH:17][CH:18]=[CH:19][C:9]=3[N:8]=2)=[N:4][O:5][N:6]=1.CO.Cl. The yield is 0.270. The catalyst is O1CCCC1. (5) The reactants are [NH2:1][C:2]1[C:3]([F:19])=[C:4]([C:15]([Cl:18])=[CH:16][CH:17]=1)[C:5]([O:7][CH2:8][C:9]1[CH:14]=[CH:13][CH:12]=[CH:11][CH:10]=1)=[O:6].CCN([CH2:25][CH3:26])CC.[CH2:27]([S:30](Cl)(=[O:32])=[O:31])[CH2:28][CH3:29]. The catalyst is C(Cl)Cl.O. The product is [Cl:18][C:15]1[C:4]([C:5]([O:7][CH2:8][C:9]2[CH:14]=[CH:13][CH:12]=[CH:11][CH:10]=2)=[O:6])=[C:3]([F:19])[C:2]([N:1]([S:30]([CH2:27][CH2:25][CH3:26])(=[O:32])=[O:31])[S:30]([CH2:27][CH2:28][CH3:29])(=[O:32])=[O:31])=[CH:17][CH:16]=1. The yield is 0.720. (6) The reactants are Cl[CH2:2][CH2:3][CH2:4]/[C:5](=[N:13]\[S@:14]([C:16]([CH3:19])([CH3:18])[CH3:17])=[O:15])/[C:6]1[CH:11]=[CH:10][C:9]([Cl:12])=[CH:8][CH:7]=1.CC(C[AlH]CC(C)C)C.[Li+].C[Si]([N-][Si](C)(C)C)(C)C. The catalyst is CO. The product is [CH3:17][C:16]([S@@:14]([N:13]1[CH2:2][CH2:3][CH2:4][C@H:5]1[C:6]1[CH:11]=[CH:10][C:9]([Cl:12])=[CH:8][CH:7]=1)=[O:15])([CH3:19])[CH3:18]. The yield is 0.930. (7) The reactants are [NH:1]1[CH2:6][CH2:5][CH:4]([C:7]2[CH:29]=[CH:28][C:10]([C:11]([NH:13][C:14]3[CH:19]=[CH:18][CH:17]=[CH:16][C:15]=3[NH:20]C(=O)OC(C)(C)C)=[O:12])=[CH:9][CH:8]=2)[CH2:3][CH2:2]1.[CH3:30][N:31]1[C:35]([CH3:36])=[C:34]([CH:37]=O)[C:33]([CH3:39])=[N:32]1. No catalyst specified. The product is [NH2:20][C:15]1[CH:16]=[CH:17][CH:18]=[CH:19][C:14]=1[NH:13][C:11](=[O:12])[C:10]1[CH:9]=[CH:8][C:7]([CH:4]2[CH2:5][CH2:6][N:1]([CH2:37][C:34]3[C:33]([CH3:39])=[N:32][N:31]([CH3:30])[C:35]=3[CH3:36])[CH2:2][CH2:3]2)=[CH:29][CH:28]=1. The yield is 0.560. (8) The reactants are [Mg].[CH2:2](Br)[CH:3]([CH3:5])[CH3:4].[N:7]1([C:13]2[CH:20]=[CH:19][CH:18]=[CH:17][C:14]=2[CH:15]=[O:16])[CH2:12][CH2:11][CH2:10][CH2:9][CH2:8]1. The catalyst is CCOCC. The product is [CH3:4][CH:3]([CH3:5])[CH2:2][CH:15]([OH:16])[C:14]1[CH:17]=[CH:18][CH:19]=[CH:20][C:13]=1[N:7]1[CH2:12][CH2:11][CH2:10][CH2:9][CH2:8]1. The yield is 0.542.